Dataset: Reaction yield outcomes from USPTO patents with 853,638 reactions. Task: Predict the reaction yield, written as a fraction of the theoretical maximum amount of product (1.0 means a 100% yield; for example, 0.34 means a 34% yield). (1) The catalyst is C(O)C. The product is [CH2:4]([O:6][C:7]([C:8]1[CH:9]=[C:10]([C:12]2[CH:17]=[C:16]([C:18]([CH3:21])([CH3:20])[CH3:19])[C:15]([O:22][CH2:23][C:24]3[CH:29]=[CH:28][CH:27]=[CH:26][CH:25]=3)=[CH:14][C:13]=2[O:30][CH2:31][C:32]2[CH:37]=[CH:36][CH:35]=[CH:34][CH:33]=2)[O:11][N:2]=1)=[O:39])[CH3:5]. The reactants are Cl.[NH2:2]O.[CH2:4]([O:6][C:7](=[O:39])[C:8](O)=[CH:9][C:10]([C:12]1[CH:17]=[C:16]([C:18]([CH3:21])([CH3:20])[CH3:19])[C:15]([O:22][CH2:23][C:24]2[CH:29]=[CH:28][CH:27]=[CH:26][CH:25]=2)=[CH:14][C:13]=1[O:30][CH2:31][C:32]1[CH:37]=[CH:36][CH:35]=[CH:34][CH:33]=1)=[O:11])[CH3:5].O. The yield is 0.890. (2) The reactants are C(NC(C)C)(C)C.[Li]CCCC.[F:13][C:14]1[CH:22]=[CH:21][CH:20]=[C:19]2[C:15]=1[CH:16]=[CH:17][N:18]2[C:23]([O:25][C:26]([CH3:29])([CH3:28])[CH3:27])=[O:24].[B:30](OC(C)C)([O:35]C(C)C)[O:31]C(C)C. The catalyst is C1COCC1. The product is [C:26]([O:25][C:23]([N:18]1[C:19]2[C:15](=[C:14]([F:13])[CH:22]=[CH:21][CH:20]=2)[CH:16]=[C:17]1[B:30]([OH:35])[OH:31])=[O:24])([CH3:29])([CH3:28])[CH3:27]. The yield is 0.640. (3) The reactants are [O:1]=[C:2]([NH:16][C:17]1[CH:18]=[N:19][C:20]([C:23]2[N:24]=[N:25][C:26]([C:29]3[CH:34]=[CH:33][CH:32]=[CH:31][N:30]=3)=[N:27][N:28]=2)=[CH:21][CH:22]=1)[CH2:3][CH2:4][CH2:5][C:6]([O:8]N1C(=O)CCC1=O)=O.FC(F)(F)C([O-])=O.[O:42]=[C:43]1[CH:47]=[CH:46][C:45](=[O:48])[N:44]1[CH2:49][CH2:50][NH3+:51].C(N(C(C)C)CC)(C)C.CO. The catalyst is C(Cl)Cl. The product is [O:42]=[C:43]1[CH:47]=[CH:46][C:45](=[O:48])[N:44]1[CH2:49][CH2:50][NH:51][C:6](=[O:8])[CH2:5][CH2:4][CH2:3][C:2]([NH:16][C:17]1[CH:18]=[N:19][C:20]([C:23]2[N:28]=[N:27][C:26]([C:29]3[CH:34]=[CH:33][CH:32]=[CH:31][N:30]=3)=[N:25][N:24]=2)=[CH:21][CH:22]=1)=[O:1]. The yield is 0.480. (4) The reactants are [C:1]1([NH:7][C:8]([N:10]2[C:18]3[C:13](=[CH:14][C:15]([N+:19]([O-])=O)=[CH:16][CH:17]=3)[CH:12]=[CH:11]2)=[O:9])[CH:6]=[CH:5][CH:4]=[CH:3][CH:2]=1.O.[Cl-].[NH4+]. The catalyst is C(O)C.[Fe]. The product is [C:1]1([NH:7][C:8]([N:10]2[C:18]3[C:13](=[CH:14][C:15]([NH2:19])=[CH:16][CH:17]=3)[CH:12]=[CH:11]2)=[O:9])[CH:2]=[CH:3][CH:4]=[CH:5][CH:6]=1. The yield is 0.220.